Dataset: Forward reaction prediction with 1.9M reactions from USPTO patents (1976-2016). Task: Predict the product of the given reaction. (1) Given the reactants [O:1]1CCCO[CH:2]1[C:7]1[CH:8]=[C:9]2[C:13](=[CH:14][CH:15]=1)[NH:12][N:11]=[C:10]2[N:16]([CH2:18][CH2:19][CH2:20][O:21][CH3:22])[CH3:17].Cl, predict the reaction product. The product is: [CH3:22][O:21][CH2:20][CH2:19][CH2:18][N:16]([CH3:17])[C:10]1[C:9]2[C:13](=[CH:14][CH:15]=[C:7]([CH:2]=[O:1])[CH:8]=2)[NH:12][N:11]=1. (2) Given the reactants [F:1][C:2]1[CH:3]=[C:4](B(O)O)[CH:5]=[CH:6][CH:7]=1.Br[C:12]1[CH:13]=[C:14]([CH:18]=[C:19]([F:21])[CH:20]=1)[C:15]([OH:17])=[O:16].C([O-])([O-])=O.[Na+].[Na+].CN(C=O)C, predict the reaction product. The product is: [F:21][C:19]1[CH:18]=[C:14]([CH:13]=[C:12]([C:6]2[CH:5]=[CH:4][CH:3]=[C:2]([F:1])[CH:7]=2)[CH:20]=1)[C:15]([OH:17])=[O:16]. (3) Given the reactants C1(=O)C=C[C:4](=[O:7])C=C1.CS(O)(=O)=O.[CH:14]1[CH2:19][CH2:18][CH:17]=[CH:16][CH:15]=1.[CH3:20][OH:21], predict the reaction product. The product is: [CH3:4][O:7][C@@H:15]1[CH2:14][CH2:19][C@H:18]([O:21][CH3:20])[CH:17]=[CH:16]1. (4) Given the reactants [OH-].[Na+].[CH3:3][O:4][C:5]([C:7]12[CH2:13][C:10]([C:14]([O:16]C)=[O:15])([CH2:11][CH2:12]1)[CH2:9][CH2:8]2)=[O:6], predict the reaction product. The product is: [CH3:3][O:4][C:5]([C:7]12[CH2:13][C:10]([C:14]([OH:16])=[O:15])([CH2:11][CH2:12]1)[CH2:9][CH2:8]2)=[O:6]. (5) Given the reactants Cl[C:2]1[CH:11]=[N:10][C:9]2[C:4](=[CH:5][CH:6]=[CH:7][C:8]=2[Cl:12])[N:3]=1.[Br:13][C:14]1[CH:15]=[C:16]([OH:20])[CH:17]=[CH:18][CH:19]=1.C(=O)([O-])[O-].[K+].[K+].C(OCC)(=O)C, predict the reaction product. The product is: [Br:13][C:14]1[CH:15]=[C:16]([CH:17]=[CH:18][CH:19]=1)[O:20][C:2]1[CH:11]=[N:10][C:9]2[C:4](=[CH:5][CH:6]=[CH:7][C:8]=2[Cl:12])[N:3]=1. (6) Given the reactants [C:1](=[S:3])=S.[NH2:4][C:5]1[CH:10]=[C:9]([C:11]2[CH:16]=[CH:15][CH:14]=[CH:13][CH:12]=2)[CH:8]=[CH:7][C:6]=1[OH:17].[OH-].[K+], predict the reaction product. The product is: [C:11]1([C:9]2[CH:8]=[CH:7][C:6]3[O:17][C:1](=[S:3])[NH:4][C:5]=3[CH:10]=2)[CH:12]=[CH:13][CH:14]=[CH:15][CH:16]=1. (7) Given the reactants [N+:1]([C:4]1[CH:22]=[CH:21][CH:20]=[CH:19][C:5]=1[NH:6][CH:7]=[C:8]([C:14]([O:16][CH2:17][CH3:18])=[O:15])[C:9]([O:11]CC)=O)([O-:3])=[O:2].C1(OC2C=CC=CC=2)C=CC=CC=1, predict the reaction product. The product is: [CH2:17]([O:16][C:14]([CH:8]1[C:9](=[O:11])[C:19]2[C:5](=[C:4]([N+:1]([O-:3])=[O:2])[CH:22]=[CH:21][CH:20]=2)[N:6]=[CH:7]1)=[O:15])[CH3:18].